Dataset: Merck oncology drug combination screen with 23,052 pairs across 39 cell lines. Task: Regression. Given two drug SMILES strings and cell line genomic features, predict the synergy score measuring deviation from expected non-interaction effect. (1) Drug 1: Nc1ccn(C2OC(CO)C(O)C2(F)F)c(=O)n1. Synergy scores: synergy=4.19. Cell line: MDAMB436. Drug 2: CCN(CC)CCNC(=O)c1c(C)[nH]c(C=C2C(=O)Nc3ccc(F)cc32)c1C. (2) Drug 1: CN(Cc1cnc2nc(N)nc(N)c2n1)c1ccc(C(=O)NC(CCC(=O)O)C(=O)O)cc1. Drug 2: O=C(O)C1(Cc2cccc(Nc3nccs3)n2)CCC(Oc2cccc(Cl)c2F)CC1. Cell line: KPL1. Synergy scores: synergy=-16.3. (3) Drug 2: Cn1c(=O)n(-c2ccc(C(C)(C)C#N)cc2)c2c3cc(-c4cnc5ccccc5c4)ccc3ncc21. Synergy scores: synergy=26.2. Drug 1: COC1=C2CC(C)CC(OC)C(O)C(C)C=C(C)C(OC(N)=O)C(OC)C=CC=C(C)C(=O)NC(=CC1=O)C2=O. Cell line: PA1. (4) Cell line: ZR751. Synergy scores: synergy=-68.7. Drug 2: Cn1nnc2c(C(N)=O)ncn2c1=O. Drug 1: O=S1(=O)NC2(CN1CC(F)(F)F)C1CCC2Cc2cc(C=CCN3CCC(C(F)(F)F)CC3)ccc2C1. (5) Drug 2: CC(C)CC(NC(=O)C(Cc1ccccc1)NC(=O)c1cnccn1)B(O)O. Synergy scores: synergy=-21.3. Cell line: NCIH520. Drug 1: CCN(CC)CCNC(=O)c1c(C)[nH]c(C=C2C(=O)Nc3ccc(F)cc32)c1C.